This data is from Forward reaction prediction with 1.9M reactions from USPTO patents (1976-2016). The task is: Predict the product of the given reaction. (1) Given the reactants [C:1]([O:5][C:6](=[O:26])[NH:7][CH:8]1[CH2:17][C:16]2[C:11](=[CH:12][CH:13]=[C:14](Br)[CH:15]=2)[N:10]([CH2:19][C:20]2[CH:25]=[CH:24][CH:23]=[CH:22][CH:21]=2)[CH2:9]1)([CH3:4])([CH3:3])[CH3:2].[F:27][C:28]1[CH:33]=[CH:32][C:31](B(O)O)=[CH:30][CH:29]=1.C([O-])([O-])=O.[K+].[K+].N#N, predict the reaction product. The product is: [CH2:19]([N:10]1[C:11]2[C:16](=[CH:15][C:14]([C:31]3[CH:32]=[CH:33][C:28]([F:27])=[CH:29][CH:30]=3)=[CH:13][CH:12]=2)[CH2:17][CH:8]([NH:7][C:6](=[O:26])[O:5][C:1]([CH3:4])([CH3:3])[CH3:2])[CH2:9]1)[C:20]1[CH:25]=[CH:24][CH:23]=[CH:22][CH:21]=1. (2) Given the reactants Cl[C:2]1[CH:7]=[C:6]([C:8]2[N:13]=[C:12]([C:14]3[CH:19]=[CH:18][C:17]([C:20]([F:23])([F:22])[F:21])=[C:16]([CH3:24])[CH:15]=3)[CH:11]=[C:10]([C:25]([F:28])([F:27])[F:26])[N:9]=2)[CH:5]=[CH:4][N:3]=1.[NH2:29][C:30]1[CH:35]=[CH:34][C:33](B2OC(C)(C)C(C)(C)O2)=[CH:32][N:31]=1, predict the reaction product. The product is: [CH3:24][C:16]1[CH:15]=[C:14]([C:12]2[CH:11]=[C:10]([C:25]([F:28])([F:27])[F:26])[N:9]=[C:8]([C:6]3[CH:5]=[CH:4][N:3]=[C:2]([C:33]4[CH:32]=[N:31][C:30]([NH2:29])=[CH:35][CH:34]=4)[CH:7]=3)[N:13]=2)[CH:19]=[CH:18][C:17]=1[C:20]([F:23])([F:22])[F:21].